Dataset: Drug-target binding data from BindingDB using IC50 measurements. Task: Regression. Given a target protein amino acid sequence and a drug SMILES string, predict the binding affinity score between them. We predict pIC50 (pIC50 = -log10(IC50 in M); higher means more potent). Dataset: bindingdb_ic50. The small molecule is CCS(=O)(=O)Nc1cccc(Cc2nn(C(C)C)c3ncnc(N)c23)c1. The target protein sequence is QTQGLAKDAWEIPRESLRLEVKLGQGCFGEVWMGTWNGTTRVAIKTLKPGTMSPEAFLQEAQVMKKLRHEKLVQLYAVVSEEPIYIVTEYMSKGSLLDFLKGEMGKYLRLPQLVDMAAQIASGMAYVERMNYVHRDLRAANILVGENLVCKVADFGLARLIEDNEYTARQGAKFPIKWTAPEAALYGRFTIKSDVWSFGILLTELTTKGRVPYPGMVNREVLDQVERGYRMPCPPECPESLHDLMCQCWRKDPEERPTFEYLQAFLEDYFTSTEPQYQPGENL. The pIC50 is 5.3.